Predict the reactants needed to synthesize the given product. From a dataset of Full USPTO retrosynthesis dataset with 1.9M reactions from patents (1976-2016). (1) Given the product [Br:2][C:3]1[CH:8]=[C:7]2[C:6](=[CH:5][CH:4]=1)[NH:9][C:19]([C:16]1[CH:15]=[CH:14][C:13]([O:12][CH3:11])=[CH:18][CH:17]=1)=[C:20]2[C:21]1[CH:26]=[CH:25][C:24]([OH:27])=[CH:23][CH:22]=1, predict the reactants needed to synthesize it. The reactants are: Cl.[Br:2][C:3]1[CH:8]=[CH:7][C:6]([NH:9]N)=[CH:5][CH:4]=1.[CH3:11][O:12][C:13]1[CH:18]=[CH:17][C:16]([C:19](=O)[CH2:20][C:21]2[CH:26]=[CH:25][C:24]([O:27]C)=[CH:23][CH:22]=2)=[CH:15][CH:14]=1. (2) Given the product [NH:17]1[CH2:16][CH2:15][CH:14]([O:13][C:8]2[C:7]([C:4]3[CH:5]=[CH:6][N:1]=[CH:2][CH:3]=3)=[N:12][CH:11]=[CH:10][N:9]=2)[CH2:19][CH2:18]1, predict the reactants needed to synthesize it. The reactants are: [N:1]1[CH:6]=[CH:5][C:4]([C:7]2[C:8]([O:13][CH:14]3[CH2:19][CH2:18][N:17](C(OC(C)(C)C)=O)[CH2:16][CH2:15]3)=[N:9][CH:10]=[CH:11][N:12]=2)=[CH:3][CH:2]=1.Cl.CO. (3) Given the product [CH2:2]([O:4][C:5](=[O:27])[C@@H:6]([O:24][CH2:25][CH3:26])[CH2:7][C:8]1[CH:13]=[CH:12][C:11]([O:14][CH2:15][CH2:16][C:17]2[CH:22]=[CH:21][CH:20]=[CH:19][C:18]=2[NH:30][C:43]([O:42][CH2:35][C:36]2[CH:41]=[CH:40][CH:39]=[CH:38][CH:37]=2)=[O:44])=[CH:10][CH:9]=1)[CH3:3], predict the reactants needed to synthesize it. The reactants are: Cl.[CH2:2]([O:4][C:5](=[O:27])[C@@H:6]([O:24][CH2:25][CH3:26])[CH2:7][C:8]1[CH:13]=[CH:12][C:11]([O:14][CH2:15][CH2:16][C:17]2[CH:22]=[CH:21][C:20](N)=[CH:19][CH:18]=2)=[CH:10][CH:9]=1)[CH3:3].C([N:30](CC)CC)C.[CH2:35]([O:42][C:43](Cl)=[O:44])[C:36]1[CH:41]=[CH:40][CH:39]=[CH:38][CH:37]=1. (4) The reactants are: [OH:1][C:2]1[CH:10]=[CH:9][C:8]([OH:11])=[CH:7][C:3]=1[C:4]([OH:6])=[O:5].[CH3:12][NH:13][C@H:14]([CH2:16]/[CH:17]=[CH:18]/[C:19]1[CH:20]=[N:21][CH:22]=[C:23]([O:25][CH3:26])[CH:24]=1)[CH3:15].C(OCC)(=O)C. Given the product [OH:1][C:2]1[CH:10]=[CH:9][C:8]([OH:11])=[CH:7][C:3]=1[C:4]([OH:6])=[O:5].[CH3:12][NH:13][C@H:14]([CH2:16]/[CH:17]=[CH:18]/[C:19]1[CH:20]=[N:21][CH:22]=[C:23]([O:25][CH3:26])[CH:24]=1)[CH3:15], predict the reactants needed to synthesize it.